This data is from Forward reaction prediction with 1.9M reactions from USPTO patents (1976-2016). The task is: Predict the product of the given reaction. (1) Given the reactants [F:1][C:2]([F:14])([F:13])[O:3][C:4]1[CH:5]=[C:6]([B:10]([OH:12])[OH:11])[CH:7]=[CH:8][CH:9]=1.[NH:15]([CH2:19][CH2:20]O)[CH2:16][CH2:17]O, predict the reaction product. The product is: [F:14][C:2]([F:1])([F:13])[O:3][C:4]1[CH:5]=[C:6]([B:10]2[O:12][CH2:20][CH2:19][NH:15][CH2:16][CH2:17][O:11]2)[CH:7]=[CH:8][CH:9]=1. (2) Given the reactants [NH2:1][CH2:2][CH2:3][CH2:4][OH:5].Cl[C:7]([C:20]1[CH:25]=[CH:24][CH:23]=[CH:22][CH:21]=1)([C:14]1[CH:19]=[CH:18][CH:17]=[CH:16][CH:15]=1)[C:8]1[CH:13]=[CH:12][CH:11]=[CH:10][CH:9]=1.C(N(CC)CC)C, predict the reaction product. The product is: [OH:5][CH2:4][CH2:3][CH2:2][NH:1][C:7]([C:8]1[CH:13]=[CH:12][CH:11]=[CH:10][CH:9]=1)([C:20]1[CH:21]=[CH:22][CH:23]=[CH:24][CH:25]=1)[C:14]1[CH:15]=[CH:16][CH:17]=[CH:18][CH:19]=1. (3) Given the reactants [F:1][C:2]([F:16])([F:15])[CH2:3][NH:4][C:5]1[CH:6]=[C:7]([C:13]#[N:14])[C:8]([C:11]#[N:12])=[CH:9][CH:10]=1.Br[CH:18]([CH2:26][CH3:27])[C:19]([O:21][C:22]([CH3:25])([CH3:24])[CH3:23])=[O:20], predict the reaction product. The product is: [C:13]([C:7]1[CH:6]=[C:5]([N:4]([CH2:3][C:2]([F:15])([F:16])[F:1])[CH:18]([CH2:26][CH3:27])[C:19]([O:21][C:22]([CH3:25])([CH3:24])[CH3:23])=[O:20])[CH:10]=[CH:9][C:8]=1[C:11]#[N:12])#[N:14].